From a dataset of Reaction yield outcomes from USPTO patents with 853,638 reactions. Predict the reaction yield, written as a fraction of the theoretical maximum amount of product (1.0 means a 100% yield; for example, 0.34 means a 34% yield). (1) The reactants are Cl[C:2](=[O:14])[CH2:3][C:4]1([C:10]([O:12][CH3:13])=[O:11])[CH2:9][CH2:8][O:7][CH2:6][CH2:5]1.[Br:15][C:16]1[CH:21]=[CH:20][CH:19]=[CH:18][CH:17]=1.[Cl-].[Al+3].[Cl-].[Cl-]. The catalyst is ClCCl. The product is [Br:15][C:16]1[CH:21]=[CH:20][C:19]([C:2](=[O:14])[CH2:3][C:4]2([C:10]([O:12][CH3:13])=[O:11])[CH2:9][CH2:8][O:7][CH2:6][CH2:5]2)=[CH:18][CH:17]=1. The yield is 0.550. (2) The reactants are Br[C:2]1[CH:7]=[CH:6][CH:5]=[C:4]([O:8][CH3:9])[N:3]=1.C([Li])CCC.CN(C)[CH:17]=[O:18].[BH4-].[Na+]. The catalyst is C(OCC)(=O)C.O.O1CCCC1.C1(C)C=CC=CC=1. The product is [CH3:9][O:8][C:4]1[N:3]=[C:2]([CH2:17][OH:18])[CH:7]=[CH:6][CH:5]=1. The yield is 0.280.